Task: Predict the reaction yield, written as a fraction of the theoretical maximum amount of product (1.0 means a 100% yield; for example, 0.34 means a 34% yield).. Dataset: Reaction yield outcomes from USPTO patents with 853,638 reactions (1) The reactants are CC([S@]([NH:7][C@@H:8]([C:18]1[CH:23]=[CH:22][CH:21]=[CH:20][CH:19]=1)[C:9]([CH3:17])([C:11]1[CH:16]=[CH:15][CH:14]=[CH:13][N:12]=1)[CH3:10])=O)(C)C.Cl.O1CCOCC1.CO.[OH-].[Na+]. The catalyst is ClCCl.O. The product is [CH3:17][C:9]([C:11]1[CH:16]=[CH:15][CH:14]=[CH:13][N:12]=1)([CH3:10])[C@H:8]([C:18]1[CH:23]=[CH:22][CH:21]=[CH:20][CH:19]=1)[NH2:7]. The yield is 1.07. (2) The reactants are [Li+].[OH-].[F:3][C:4]1[CH:5]=[C:6]([C:11]2[CH:16]=[CH:15][C:14]([C:17]([NH:19][C@@H:20]([CH2:24][C:25]([O:27]CC)=[O:26])[C:21]([OH:23])=[O:22])=[O:18])=[C:13]([NH:30][C:31]([NH:33][C:34]3[C:39]([CH3:40])=[CH:38][C:37]([CH3:41])=[CH:36][C:35]=3[CH3:42])=[O:32])[CH:12]=2)[CH:7]=[CH:8][C:9]=1[F:10].Cl.C(OCC)(=O)C. The catalyst is O.C1COCC1.CO. The product is [F:3][C:4]1[CH:5]=[C:6]([C:11]2[CH:16]=[CH:15][C:14]([C:17]([NH:19][C@H:20]([C:21]([OH:23])=[O:22])[CH2:24][C:25]([OH:27])=[O:26])=[O:18])=[C:13]([NH:30][C:31]([NH:33][C:34]3[C:39]([CH3:40])=[CH:38][C:37]([CH3:41])=[CH:36][C:35]=3[CH3:42])=[O:32])[CH:12]=2)[CH:7]=[CH:8][C:9]=1[F:10]. The yield is 0.640. (3) The reactants are [Cl-].O[NH3+:3].[C:4](=[O:7])([O-])[OH:5].[Na+].CS(C)=O.[CH2:13]([C:17]1[N:18]=[C:19]([CH3:46])[N:20]([C:39]2[CH:44]=[CH:43][C:42]([CH3:45])=[CH:41][CH:40]=2)[C:21](=[O:38])[C:22]=1[CH2:23][C:24]1[CH:29]=[CH:28][C:27]([C:30]2[C:31]([C:36]#[N:37])=[CH:32][CH:33]=[CH:34][CH:35]=2)=[CH:26][CH:25]=1)[CH2:14][CH2:15][CH3:16]. The catalyst is O.C(OCC)(=O)C. The product is [CH2:13]([C:17]1[N:18]=[C:19]([CH3:46])[N:20]([C:39]2[CH:44]=[CH:43][C:42]([CH3:45])=[CH:41][CH:40]=2)[C:21](=[O:38])[C:22]=1[CH2:23][C:24]1[CH:29]=[CH:28][C:27]([C:30]2[CH:35]=[CH:34][CH:33]=[CH:32][C:31]=2[C:36]2[NH:3][C:4](=[O:7])[O:5][N:37]=2)=[CH:26][CH:25]=1)[CH2:14][CH2:15][CH3:16]. The yield is 0.700. (4) The reactants are [F:1][C:2]1([F:17])[O:6][C:5]2[CH:7]=[CH:8][C:9]([C:11]3([C:14]([OH:16])=O)[CH2:13][CH2:12]3)=[CH:10][C:4]=2[O:3]1.[F:18][C:19]1[C:20]([NH2:33])=[CH:21][C:22]2[CH:23]=[C:24]3[C:30]([CH3:32])([CH3:31])[CH2:29][CH2:28][N:25]3[C:26]=2[CH:27]=1.CN(C(ON1N=NC2C=CC=NC1=2)=[N+](C)C)C.F[P-](F)(F)(F)(F)F.C(N(CC)CC)C. The catalyst is CN(C=O)C. The product is [F:17][C:2]1([F:1])[O:6][C:5]2[CH:7]=[CH:8][C:9]([C:11]3([C:14]([NH:33][C:20]4[C:19]([F:18])=[CH:27][C:26]5[N:25]6[CH2:28][CH2:29][C:30]([CH3:32])([CH3:31])[C:24]6=[CH:23][C:22]=5[CH:21]=4)=[O:16])[CH2:12][CH2:13]3)=[CH:10][C:4]=2[O:3]1. The yield is 0.650. (5) The catalyst is CCO.COCCOC.C1C=CC([P]([Pd]([P](C2C=CC=CC=2)(C2C=CC=CC=2)C2C=CC=CC=2)([P](C2C=CC=CC=2)(C2C=CC=CC=2)C2C=CC=CC=2)[P](C2C=CC=CC=2)(C2C=CC=CC=2)C2C=CC=CC=2)(C2C=CC=CC=2)C2C=CC=CC=2)=CC=1. The reactants are [OH:1][C:2]1[CH:7]=[CH:6][C:5](B(O)O)=[CH:4][CH:3]=1.I[C:12]1[C:20]2[C:15](=[N:16][CH:17]=[N:18][C:19]=2[NH2:21])[N:14]([CH:22]([CH3:24])[CH3:23])[N:13]=1.C([O-])([O-])=O.[Na+].[Na+]. The yield is 0.320. The product is [NH2:21][C:19]1[N:18]=[CH:17][N:16]=[C:15]2[N:14]([CH:22]([CH3:24])[CH3:23])[N:13]=[C:12]([C:5]3[CH:6]=[CH:7][C:2]([OH:1])=[CH:3][CH:4]=3)[C:20]=12. (6) The reactants are [C:1]([O:4][C:5]1[CH:6]=[C:7]2[C:12](=[CH:13][C:14]=1[O:15][CH3:16])[N:11]=[C:10]([C:17]1[CH:22]=[CH:21][C:20]([C:23]3[CH:28]=[CH:27][CH:26]=[CH:25][CH:24]=3)=[C:19]([F:29])[CH:18]=1)[NH:9][C:8]2=O)(=[O:3])[CH3:2].CN(C=O)C.O=S(Cl)[Cl:38]. No catalyst specified. The product is [C:1]([O:4][C:5]1[CH:6]=[C:7]2[C:12](=[CH:13][C:14]=1[O:15][CH3:16])[N:11]=[C:10]([C:17]1[CH:22]=[CH:21][C:20]([C:23]3[CH:28]=[CH:27][CH:26]=[CH:25][CH:24]=3)=[C:19]([F:29])[CH:18]=1)[N:9]=[C:8]2[Cl:38])(=[O:3])[CH3:2]. The yield is 1.00. (7) The reactants are C(N(C(C)C)CC)(C)C.C1C=CC2N(O)N=NC=2C=1.CCN=C=NCCCN(C)C.[C:31]([O:35][C:36](=[O:56])[CH2:37][C@H:38]([NH:42][S:43]([C:46]1[C:51]([CH3:52])=[CH:50][C:49]([O:53][CH3:54])=[CH:48][C:47]=1[CH3:55])(=[O:45])=[O:44])[C:39](O)=[O:40])([CH3:34])([CH3:33])[CH3:32].[CH3:57][O:58][CH:59]([O:62][CH3:63])[CH2:60][NH2:61]. The catalyst is C(Cl)Cl. The product is [CH3:57][O:58][CH:59]([O:62][CH3:63])[CH2:60][NH:61][C:39](=[O:40])[C@@H:38]([NH:42][S:43]([C:46]1[C:51]([CH3:52])=[CH:50][C:49]([O:53][CH3:54])=[CH:48][C:47]=1[CH3:55])(=[O:44])=[O:45])[CH2:37][C:36]([O:35][C:31]([CH3:34])([CH3:33])[CH3:32])=[O:56]. The yield is 0.700. (8) The yield is 0.770. The reactants are [Cl:1]CCN1CCOCC1.[CH2:10]([O:17][C:18]1[CH:23]=[CH:22][N:21]([C:24]2[CH:25]=[C:26]3[C:30](=[CH:31][CH:32]=2)[N:29]([CH2:33][C@H:34]2[CH2:38][CH2:37][CH2:36][N:35]2C(OC(C)(C)C)=O)[N:28]=[CH:27]3)[C:20](=[O:46])[CH:19]=1)[C:11]1[CH:16]=[CH:15][CH:14]=[CH:13][CH:12]=1.FC(F)(F)C(O)=O.Cl. The catalyst is C(Cl)Cl.CCOC(C)=O.CCOCC. The product is [ClH:1].[CH2:10]([O:17][C:18]1[CH:23]=[CH:22][N:21]([C:24]2[CH:25]=[C:26]3[C:30](=[CH:31][CH:32]=2)[N:29]([CH2:33][C@H:34]2[CH2:38][CH2:37][CH2:36][NH:35]2)[N:28]=[CH:27]3)[C:20](=[O:46])[CH:19]=1)[C:11]1[CH:16]=[CH:15][CH:14]=[CH:13][CH:12]=1. (9) The reactants are Br[C:2]1[CH:7]=[CH:6][C:5]([C:8]2[NH:12][C:11]([C@@H:13]3[CH2:17][C@H:16]([CH3:18])[CH2:15][N:14]3[C:19]([O:21][C:22]([CH3:25])([CH3:24])[CH3:23])=[O:20])=[N:10][CH:9]=2)=[CH:4][CH:3]=1.[CH3:26][C:27]1([CH3:43])[C:31]([CH3:33])([CH3:32])[O:30][B:29]([B:29]2[O:30][C:31]([CH3:33])([CH3:32])[C:27]([CH3:43])([CH3:26])[O:28]2)[O:28]1.C([O-])(=O)C.[K+]. The catalyst is O1CCOCC1.C1C=CC([P]([Pd]([P](C2C=CC=CC=2)(C2C=CC=CC=2)C2C=CC=CC=2)([P](C2C=CC=CC=2)(C2C=CC=CC=2)C2C=CC=CC=2)[P](C2C=CC=CC=2)(C2C=CC=CC=2)C2C=CC=CC=2)(C2C=CC=CC=2)C2C=CC=CC=2)=CC=1. The product is [CH3:18][C@@H:16]1[CH2:15][N:14]([C:19]([O:21][C:22]([CH3:25])([CH3:24])[CH3:23])=[O:20])[C@H:13]([C:11]2[NH:12][C:8]([C:5]3[CH:6]=[CH:7][C:2]([B:29]4[O:30][C:31]([CH3:33])([CH3:32])[C:27]([CH3:43])([CH3:26])[O:28]4)=[CH:3][CH:4]=3)=[CH:9][N:10]=2)[CH2:17]1. The yield is 0.970.